Dataset: Catalyst prediction with 721,799 reactions and 888 catalyst types from USPTO. Task: Predict which catalyst facilitates the given reaction. Reactant: [F:1][C:2]([F:17])([F:16])[O:3][C:4]1[CH:5]=[C:6]2[C:10](=[CH:11][CH:12]=1)[NH:9][CH:8]=[C:7]2[C:13](=[O:15])[CH3:14].C([O-])([O-])=O.[K+].[K+].Br[CH2:25][C:26]([O:28][C:29]([CH3:32])([CH3:31])[CH3:30])=[O:27]. Product: [C:29]([O:28][C:26](=[O:27])[CH2:25][N:9]1[C:10]2[C:6](=[CH:5][C:4]([O:3][C:2]([F:1])([F:16])[F:17])=[CH:12][CH:11]=2)[C:7]([C:13](=[O:15])[CH3:14])=[CH:8]1)([CH3:32])([CH3:31])[CH3:30]. The catalyst class is: 23.